Dataset: Forward reaction prediction with 1.9M reactions from USPTO patents (1976-2016). Task: Predict the product of the given reaction. (1) Given the reactants CC1C=CC(S(O)(=O)=O)=CC=1.[NH2:12][CH2:13][CH2:14][C:15]([O:17][CH2:18][C:19]1[CH:24]=[CH:23][CH:22]=[CH:21][CH:20]=1)=[O:16].[C:25](Cl)(=[O:36])[O:26][C:27]1[CH:32]=[CH:31][C:30]([N+:33]([O-:35])=[O:34])=[CH:29][CH:28]=1, predict the reaction product. The product is: [N+:33]([C:30]1[CH:31]=[CH:32][C:27]([O:26][C:25]([NH:12][CH2:13][CH2:14][C:15]([O:17][CH2:18][C:19]2[CH:24]=[CH:23][CH:22]=[CH:21][CH:20]=2)=[O:16])=[O:36])=[CH:28][CH:29]=1)([O-:35])=[O:34]. (2) The product is: [NH2:9][C:10]1[S:11][CH2:12][C@@H:13]2[CH2:19][C@H:18]([CH3:20])[O:17][CH2:16][C@:14]2([C:21]2[S:22][CH:23]=[C:24]([NH:26][C:27]([C:29]3[CH:34]=[CH:33][C:32]([O:35][CH:36]([F:37])[F:38])=[CH:31][N:30]=3)=[O:28])[N:25]=2)[N:15]=1. Given the reactants C([NH:9][C:10]1[S:11][CH2:12][C@@H:13]2[CH2:19][C@H:18]([CH3:20])[O:17][CH2:16][C@:14]2([C:21]2[S:22][CH:23]=[C:24]([NH:26][C:27]([C:29]3[CH:34]=[CH:33][C:32]([O:35][CH:36]([F:38])[F:37])=[CH:31][N:30]=3)=[O:28])[N:25]=2)[N:15]=1)(=O)C1C=CC=CC=1.N12CCCN=C1CCCCC2, predict the reaction product. (3) Given the reactants [CH3:1][CH:2]([CH3:16])[CH2:3][N:4]1[C:10](=[O:11])[CH2:9][C:8]2[CH:12]=[CH:13][CH2:14][CH2:15][C:7]=2[CH2:6][CH2:5]1.[OH:17][N:18]=C1C2C=CCCC=2CCN(C)C1=O, predict the reaction product. The product is: [OH:17][N:18]=[C:9]1[C:8]2[CH:12]=[CH:13][CH2:14][CH2:15][C:7]=2[CH2:6][CH2:5][N:4]([CH2:3][CH:2]([CH3:16])[CH3:1])[C:10]1=[O:11].